Predict the product of the given reaction. From a dataset of Forward reaction prediction with 1.9M reactions from USPTO patents (1976-2016). (1) Given the reactants [CH3:1][O:2][CH:3]([C:8]1[CH:17]=[CH:16][CH:15]=[C:14]2[C:9]=1[CH:10]=[CH:11][CH:12]=[N:13]2)[C:4]([NH:6][NH2:7])=[O:5].[CH3:18][O:19][C:20]1[CH:21]=[C:22]([CH:25]=[C:26]([O:30][CH3:31])[C:27]=1[O:28][CH3:29])[CH:23]=O, predict the reaction product. The product is: [CH3:1][O:2][CH:3]([C:8]1[CH:17]=[CH:16][CH:15]=[C:14]2[C:9]=1[CH:10]=[CH:11][CH:12]=[N:13]2)[C:4]([NH:6]/[N:7]=[CH:23]/[C:22]1[CH:25]=[C:26]([O:30][CH3:31])[C:27]([O:28][CH3:29])=[C:20]([O:19][CH3:18])[CH:21]=1)=[O:5]. (2) Given the reactants [CH3:1][C:2]1[CH:7]=[CH:6][C:5]([S:8]([NH:11][C:12]2[CH:22]=[CH:21][C:15]3[CH2:16][CH2:17][NH:18][CH2:19][CH2:20][C:14]=3[CH:13]=2)(=[O:10])=[O:9])=[CH:4][CH:3]=1.C(N(CC)CC)C.[C:30]1([CH3:42])[CH:35]=[CH:34][C:33]([S:36]([N:39]=[C:40]=[O:41])(=[O:38])=[O:37])=[CH:32][CH:31]=1, predict the reaction product. The product is: [CH3:42][C:30]1[CH:35]=[CH:34][C:33]([S:36]([NH:39][C:40]([N:18]2[CH2:17][CH2:16][C:15]3[CH:21]=[CH:22][C:12]([NH:11][S:8]([C:5]4[CH:4]=[CH:3][C:2]([CH3:1])=[CH:7][CH:6]=4)(=[O:9])=[O:10])=[CH:13][C:14]=3[CH2:20][CH2:19]2)=[O:41])(=[O:38])=[O:37])=[CH:32][CH:31]=1. (3) Given the reactants [CH:1]1([C:4]2[NH:8][C:7]3[CH:9]=[C:10]([C:14]4[C:15]([CH3:20])=[N:16][O:17][C:18]=4[CH3:19])[CH:11]=[C:12](I)[C:6]=3[N:5]=2)[CH2:3][CH2:2]1.[F:21][C:22]1[CH:27]=[CH:26][C:25]([C:28](B(O)O)=[CH2:29])=[CH:24][CH:23]=1, predict the reaction product. The product is: [CH:1]1([C:4]2[NH:8][C:7]3[CH:9]=[C:10]([C:14]4[C:15]([CH3:20])=[N:16][O:17][C:18]=4[CH3:19])[CH:11]=[C:12]([C:28]([C:25]4[CH:26]=[CH:27][C:22]([F:21])=[CH:23][CH:24]=4)=[CH2:29])[C:6]=3[N:5]=2)[CH2:3][CH2:2]1. (4) Given the reactants [NH:1]1[CH2:4][CH:3]([C:5]2[C:6]([Cl:28])=[C:7]([NH:13][C:14]3[N:19]=[C:18]([NH:20][CH2:21][CH3:22])[C:17]4=[N:23][CH:24]=[C:25]([C:26]#[N:27])[N:16]4[N:15]=3)[CH:8]=[C:9]([C:11]#[N:12])[CH:10]=2)[CH2:2]1.[CH2:29]1[O:32][C@H:30]1[CH3:31], predict the reaction product. The product is: [Cl:28][C:6]1[C:5]([CH:3]2[CH2:2][N:1]([CH2:29][C@@H:30]([OH:32])[CH3:31])[CH2:4]2)=[CH:10][C:9]([C:11]#[N:12])=[CH:8][C:7]=1[NH:13][C:14]1[N:19]=[C:18]([NH:20][CH2:21][CH3:22])[C:17]2=[N:23][CH:24]=[C:25]([C:26]#[N:27])[N:16]2[N:15]=1. (5) Given the reactants [C:1]([O:5][C:6]([N:8]1[CH2:12][CH2:11][C@@H:10]([NH:13][C:14]2[C:22]3[C:17](=[N:18][CH:19]=[CH:20][C:21]=3[O:23][C:24]3[CH:25]=[C:26]([CH:30]=[CH:31][CH:32]=3)[C:27](O)=[O:28])[N:16]([CH2:33][C:34]3[CH:39]=[CH:38][C:37]([O:40][CH3:41])=[CH:36][CH:35]=3)[N:15]=2)[CH2:9]1)=[O:7])([CH3:4])([CH3:3])[CH3:2].C(Cl)CCl.C1C=CC2N(O)N=NC=2C=1.O.[CH:57]([C:60]1[CH:66]=[CH:65][C:63]([NH2:64])=[CH:62][C:61]=1[CH3:67])([CH3:59])[CH3:58], predict the reaction product. The product is: [CH:57]([C:60]1[CH:66]=[CH:65][C:63]([NH:64][C:27]([C:26]2[CH:25]=[C:24]([CH:32]=[CH:31][CH:30]=2)[O:23][C:21]2[CH:20]=[CH:19][N:18]=[C:17]3[N:16]([CH2:33][C:34]4[CH:39]=[CH:38][C:37]([O:40][CH3:41])=[CH:36][CH:35]=4)[N:15]=[C:14]([NH:13][C@@H:10]4[CH2:11][CH2:12][N:8]([C:6]([O:5][C:1]([CH3:3])([CH3:4])[CH3:2])=[O:7])[CH2:9]4)[C:22]=23)=[O:28])=[CH:62][C:61]=1[CH3:67])([CH3:59])[CH3:58]. (6) Given the reactants I[C:2]1[C:3]([CH3:12])=[CH:4][C:5]([CH3:11])=[C:6]([CH:10]=1)[C:7]([OH:9])=[O:8].[Li]CCCC.CN([CH:21]=[O:22])C, predict the reaction product. The product is: [CH:21]([C:2]1[C:3]([CH3:12])=[CH:4][C:5]([CH3:11])=[C:6]([CH:10]=1)[C:7]([OH:9])=[O:8])=[O:22].